Predict the reaction yield, written as a fraction of the theoretical maximum amount of product (1.0 means a 100% yield; for example, 0.34 means a 34% yield). From a dataset of Reaction yield outcomes from USPTO patents with 853,638 reactions. The reactants are [CH2:1]([O:3][CH2:4][C:5]1[N:6]([CH2:18][C:19]2([OH:24])[CH2:23][CH2:22][CH2:21][CH2:20]2)[C:7]2[C:16]3[CH:15]=[CH:14][CH:13]=[CH:12][C:11]=3[N:10]=[CH:9][C:8]=2[N:17]=1)[CH3:2].C1C=C(Cl)C=C(C(OO)=O)C=1.[OH-].[NH4+:37].S(Cl)(C1C=CC(C)=CC=1)(=O)=O. The catalyst is ClCCl.O. The product is [NH2:37][C:9]1[C:8]2[N:17]=[C:5]([CH2:4][O:3][CH2:1][CH3:2])[N:6]([CH2:18][C:19]3([OH:24])[CH2:23][CH2:22][CH2:21][CH2:20]3)[C:7]=2[C:16]2[CH:15]=[CH:14][CH:13]=[CH:12][C:11]=2[N:10]=1. The yield is 0.500.